Dataset: Full USPTO retrosynthesis dataset with 1.9M reactions from patents (1976-2016). Task: Predict the reactants needed to synthesize the given product. (1) Given the product [C:12](/[C:11](/[C:5]1[CH:6]=[CH:7][C:8]([O:9][CH3:10])=[C:3]([O:2][CH3:1])[CH:4]=1)=[CH:14]\[C:15]1[S:16][C:17]([N:20]2[CH2:21][CH2:22][CH:23]([O:26][C:35](=[O:36])[CH2:34][Br:33])[CH2:24][CH2:25]2)=[CH:18][CH:19]=1)#[N:13], predict the reactants needed to synthesize it. The reactants are: [CH3:1][O:2][C:3]1[CH:4]=[C:5](/[C:11](=[CH:14]/[C:15]2[S:16][C:17]([N:20]3[CH2:25][CH2:24][CH:23]([OH:26])[CH2:22][CH2:21]3)=[CH:18][CH:19]=2)/[C:12]#[N:13])[CH:6]=[CH:7][C:8]=1[O:9][CH3:10].N1C=CC=CC=1.[Br:33][CH2:34][C:35](Br)=[O:36].O. (2) Given the product [N:22]1([C:2]2[CH:7]=[CH:6][CH:5]=[C:4]([CH:8]=[CH:9][C:10]3[N:11]([CH3:21])[CH:12]=[C:13]([C:15]4[CH:20]=[CH:19][CH:18]=[CH:17][CH:16]=4)[N:14]=3)[N:3]=2)[CH:26]=[CH:25][N:24]=[CH:23]1, predict the reactants needed to synthesize it. The reactants are: Br[C:2]1[CH:7]=[CH:6][CH:5]=[C:4]([CH:8]=[CH:9][C:10]2[N:11]([CH3:21])[CH:12]=[C:13]([C:15]3[CH:20]=[CH:19][CH:18]=[CH:17][CH:16]=3)[N:14]=2)[N:3]=1.[NH:22]1[CH:26]=[CH:25][N:24]=[CH:23]1.C([O-])([O-])=O.[K+].[K+].